This data is from Catalyst prediction with 721,799 reactions and 888 catalyst types from USPTO. The task is: Predict which catalyst facilitates the given reaction. (1) Reactant: [O:1]=[C:2]1[C:11]2[CH:10]=[CH:9][CH:8]=[CH:7][C:6]=2[NH:5][C:4]2=[C:12]([CH:15]=[N:16]O)[CH:13]=[N:14][N:3]12.P(Cl)(Cl)(Cl)=O. Product: [O:1]=[C:2]1[C:11]2[CH:10]=[CH:9][CH:8]=[CH:7][C:6]=2[NH:5][C:4]2=[C:12]([C:15]#[N:16])[CH:13]=[N:14][N:3]12. The catalyst class is: 22. (2) Reactant: [C:1]([C:3]1[CH:4]=[C:5]([C:9](=O)[CH2:10][C:11]([NH:13][C:14]2[CH:19]=[C:18]([N:20]3[CH:24]=[CH:23][CH:22]=[CH:21]3)[CH:17]=[CH:16][C:15]=2[N+:25]([O-])=O)=[O:12])[CH:6]=[CH:7][CH:8]=1)#[N:2].O.O.Cl[Sn]Cl. Product: [O:12]=[C:11]1[CH2:10][C:9]([C:5]2[CH:4]=[C:3]([CH:8]=[CH:7][CH:6]=2)[C:1]#[N:2])=[N:25][C:15]2[CH:16]=[CH:17][C:18]([N:20]3[CH:24]=[CH:23][CH:22]=[CH:21]3)=[CH:19][C:14]=2[NH:13]1. The catalyst class is: 14. (3) Reactant: Cl.[F:2][C:3]1[CH:4]=[C:5]([CH:43]=[CH:44][CH:45]=1)[CH2:6][N:7]1[CH:11]=[C:10]([C:12]2[C:20]3[C:15](=[N:16][CH:17]=[C:18]([C:21]4[CH:26]=[CH:25][C:24]([N:27]5[CH2:32][CH2:31][NH:30][CH2:29][CH2:28]5)=[CH:23][CH:22]=4)[CH:19]=3)[N:14]([S:33]([C:36]3[CH:42]=[CH:41][C:39]([CH3:40])=[CH:38][CH:37]=3)(=[O:35])=[O:34])[CH:13]=2)[CH:9]=[N:8]1.[CH3:46][C@H:47]1[CH2:49][O:48]1.CCN(C(C)C)C(C)C. Product: [F:2][C:3]1[CH:4]=[C:5]([CH:43]=[CH:44][CH:45]=1)[CH2:6][N:7]1[CH:11]=[C:10]([C:12]2[C:20]3[C:15](=[N:16][CH:17]=[C:18]([C:21]4[CH:26]=[CH:25][C:24]([N:27]5[CH2:28][CH2:29][N:30]([CH2:46][C@@H:47]([OH:48])[CH3:49])[CH2:31][CH2:32]5)=[CH:23][CH:22]=4)[CH:19]=3)[N:14]([S:33]([C:36]3[CH:42]=[CH:41][C:39]([CH3:40])=[CH:38][CH:37]=3)(=[O:34])=[O:35])[CH:13]=2)[CH:9]=[N:8]1. The catalyst class is: 8. (4) Reactant: [I:1][C:2]1[CH:3]=[N:4][NH:5][CH:6]=1.C([O-])([O-])=O.[Cs+].[Cs+].CN(C=O)C.Br[CH2:19][CH2:20][O:21][CH:22]1[CH2:27][CH2:26][CH2:25][CH2:24][O:23]1. Product: [I:1][C:2]1[CH:3]=[N:4][N:5]([CH2:19][CH2:20][O:21][CH:22]2[CH2:27][CH2:26][CH2:25][CH2:24][O:23]2)[CH:6]=1. The catalyst class is: 238. (5) Reactant: [C:1]([O:5][C:6]([NH:8][C@@H:9]1[CH2:11][C@H:10]1[C:12]1[CH:13]=[C:14]([C:17]([OH:19])=O)[S:15][CH:16]=1)=[O:7])([CH3:4])([CH3:3])[CH3:2].[CH3:20][C:21]1[S:25][C:24]([NH2:26])=[N:23][N:22]=1.C(N(CC)CC)C.F[P-](F)(F)(F)(F)F.N1(OC(N(C)C)=[N+](C)C)C2N=CC=CC=2N=N1. Product: [C:1]([O:5][C:6](=[O:7])[NH:8][C@@H:9]1[CH2:11][C@H:10]1[C:12]1[CH:13]=[C:14]([C:17](=[O:19])[NH:26][C:24]2[S:25][C:21]([CH3:20])=[N:22][N:23]=2)[S:15][CH:16]=1)([CH3:2])([CH3:3])[CH3:4]. The catalyst class is: 18. (6) Reactant: CN(C)[CH:3]=[CH:4][C:5]([C:7]1[S:11][C:10]([N:12]=C(C)N(C)C)=[N:9][C:8]=1[CH3:18])=O.[N+]([O-])(O)=O.[CH3:24][C:25]1[CH:30]=[CH:29][C:28]([NH:31][C:32]([NH2:34])=[NH:33])=[CH:27][C:26]=1[S:35]([N:38]1[CH2:43][CH2:42][O:41][CH2:40][CH2:39]1)(=[O:37])=[O:36]. Product: [NH2:12][C:10]1[S:11][C:7]([C:5]2[CH:4]=[CH:3][N:34]=[C:32]([NH:31][C:28]3[CH:29]=[CH:30][C:25]([CH3:24])=[C:26]([S:35]([N:38]4[CH2:39][CH2:40][O:41][CH2:42][CH2:43]4)(=[O:36])=[O:37])[CH:27]=3)[N:33]=2)=[C:8]([CH3:18])[N:9]=1. The catalyst class is: 23. (7) Reactant: [N+](C1C=CC(O[C:11](=[O:36])[NH:12][CH:13]([CH3:35])[C:14]#[C:15][C:16]2[S:20][C:19]([O:21][C:22]3[CH:27]=[CH:26][C:25]([O:28][C:29]4[CH:34]=[CH:33][CH:32]=[CH:31][CH:30]=4)=[CH:24][CH:23]=3)=[N:18][CH:17]=2)=CC=1)([O-])=O.[C:37]([NH:44][CH2:45][CH2:46][NH2:47])([O:39][C:40]([CH3:43])([CH3:42])[CH3:41])=[O:38]. Product: [CH3:35][CH:13]([NH:12][C:11]([NH:47][CH2:46][CH2:45][NH:44][C:37](=[O:38])[O:39][C:40]([CH3:42])([CH3:41])[CH3:43])=[O:36])[C:14]#[C:15][C:16]1[S:20][C:19]([O:21][C:22]2[CH:23]=[CH:24][C:25]([O:28][C:29]3[CH:30]=[CH:31][CH:32]=[CH:33][CH:34]=3)=[CH:26][CH:27]=2)=[N:18][CH:17]=1. The catalyst class is: 66.